Task: Predict the product of the given reaction.. Dataset: Forward reaction prediction with 1.9M reactions from USPTO patents (1976-2016) (1) Given the reactants [Cl:1][C:2]1[CH:7]=[CH:6][C:5]([N:8]2[CH2:17][C:16]3[C:12]4=[C:13]([C:23](=[O:27])[N:24]([CH3:26])[CH:25]=[C:11]4[C:10]4[CH:28]=[C:29]([CH2:32][S:33]([CH3:36])(=[O:35])=[O:34])[CH:30]=[CH:31][C:9]2=4)[NH:14][C:15]=3[C:18]([O:20]CC)=[O:19])=[CH:4][CH:3]=1.[Li+].[OH-], predict the reaction product. The product is: [Cl:1][C:2]1[CH:7]=[CH:6][C:5]([N:8]2[CH2:17][C:16]3[C:12]4=[C:13]([C:23](=[O:27])[N:24]([CH3:26])[CH:25]=[C:11]4[C:10]4[CH:28]=[C:29]([CH2:32][S:33]([CH3:36])(=[O:35])=[O:34])[CH:30]=[CH:31][C:9]2=4)[NH:14][C:15]=3[C:18]([OH:20])=[O:19])=[CH:4][CH:3]=1. (2) Given the reactants [C:1]([NH2:13])(=[O:12])[CH:2]=[CH:3][CH2:4][CH2:5][CH2:6][CH2:7][CH2:8][CH2:9][CH2:10][CH3:11].[C:14]([O-:17])(=O)[CH3:15].[Na+].[C:19](OO)(=O)[CH3:20].S([O-])([O-])=O.[Na+].[Na+], predict the reaction product. The product is: [CH2:1]([NH:13][C:14](=[O:17])[CH2:15][CH2:10][CH2:9][CH2:8][CH2:7][CH2:6][CH2:5][CH2:4][CH:19]=[CH2:20])[CH2:2][CH2:3][NH:13][C:1](=[O:12])[CH2:2][CH2:3][CH2:4][CH2:5][CH2:6][CH2:7][CH2:8][CH2:9][CH:10]=[CH2:11].